From a dataset of Full USPTO retrosynthesis dataset with 1.9M reactions from patents (1976-2016). Predict the reactants needed to synthesize the given product. (1) Given the product [C:16]1([C:19]2[CH:20]=[CH:21][C:22]([NH:25][C:26]3[CH:27]=[C:28]([C:32]([O:34][CH3:35])=[S:33])[S:29][C:30]=3[CH3:31])=[CH:23][CH:24]=2)[CH:17]=[CH:18][CH:13]=[CH:14][CH:15]=1, predict the reactants needed to synthesize it. The reactants are: CSC1SC(C(OC)=O)=CC=1N[C:13]1[CH:18]=[CH:17][C:16]([C:19]2[CH:24]=[CH:23][CH:22]=[CH:21][CH:20]=2)=[CH:15][CH:14]=1.[NH2:25][C:26]1[CH:27]=[C:28]([C:32]([O:34][CH3:35])=[S:33])[S:29][C:30]=1[CH3:31].C1(C2C=CC(B(O)O)=CC=2)C=CC=CC=1. (2) The reactants are: [Cl:1][C:2]1[CH:7]=[C:6]2[N:8]([CH2:33][O:34]CC[Si](C)(C)C)[C:9](=[O:32])[C@:10]3([C@@H:15]([C:16]4[CH:21]=[CH:20][CH:19]=[C:18]([Cl:22])[CH:17]=4)[CH2:14][C@H:13]([CH2:23][C:24]([OH:26])=[O:25])[C:12](=[O:27])[N:11]3[CH2:28][CH:29]3[CH2:31][CH2:30]3)[C:5]2=[CH:4][CH:3]=1.C(O)(C(F)(F)F)=O. Given the product [Cl:1][C:2]1[CH:7]=[C:6]2[N:8]([CH2:33][OH:34])[C:9](=[O:32])[C@:10]3([C@@H:15]([C:16]4[CH:21]=[CH:20][CH:19]=[C:18]([Cl:22])[CH:17]=4)[CH2:14][C@H:13]([CH2:23][C:24]([OH:26])=[O:25])[C:12](=[O:27])[N:11]3[CH2:28][CH:29]3[CH2:30][CH2:31]3)[C:5]2=[CH:4][CH:3]=1, predict the reactants needed to synthesize it.